This data is from Aqueous solubility values for 9,982 compounds from the AqSolDB database. The task is: Regression/Classification. Given a drug SMILES string, predict its absorption, distribution, metabolism, or excretion properties. Task type varies by dataset: regression for continuous measurements (e.g., permeability, clearance, half-life) or binary classification for categorical outcomes (e.g., BBB penetration, CYP inhibition). For this dataset (solubility_aqsoldb), we predict Y. The drug is OCC(CO)(CO)CO. The Y is -0.342 log mol/L.